From a dataset of Peptide-MHC class I binding affinity with 185,985 pairs from IEDB/IMGT. Regression. Given a peptide amino acid sequence and an MHC pseudo amino acid sequence, predict their binding affinity value. This is MHC class I binding data. The peptide sequence is DMWEHAFYL. The MHC is HLA-A02:01 with pseudo-sequence HLA-A02:01. The binding affinity (normalized) is 0.611.